Task: Predict which catalyst facilitates the given reaction.. Dataset: Catalyst prediction with 721,799 reactions and 888 catalyst types from USPTO Reactant: F[P-](F)(F)(F)(F)F.N1(O[P+](N(C)C)(N(C)C)N(C)C)C2C=CC=CC=2N=N1.[C:28]([N:38]1[CH2:43][CH2:42][CH2:41][CH2:40][CH:39]1[C:44]([OH:46])=O)([O:30][CH2:31][C:32]1[CH:37]=[CH:36][CH:35]=[CH:34][CH:33]=1)=[O:29].C(N(CC)CC)C.[C:54]([N:61]1[CH2:66][CH2:65][NH:64][CH2:63][CH2:62]1)([O:56][C:57]([CH3:60])([CH3:59])[CH3:58])=[O:55]. Product: [C:57]([O:56][C:54]([N:61]1[CH2:66][CH2:65][N:64]([C:44]([CH:39]2[CH2:40][CH2:41][CH2:42][CH2:43][N:38]2[C:28]([O:30][CH2:31][C:32]2[CH:33]=[CH:34][CH:35]=[CH:36][CH:37]=2)=[O:29])=[O:46])[CH2:63][CH2:62]1)=[O:55])([CH3:60])([CH3:58])[CH3:59]. The catalyst class is: 10.